Dataset: Full USPTO retrosynthesis dataset with 1.9M reactions from patents (1976-2016). Task: Predict the reactants needed to synthesize the given product. Given the product [C:2]1(=[NH:1])[CH2:3][CH2:4][CH2:5][CH2:6][CH2:7]1.[C:2]1(=[NH:1])[CH2:3][CH2:4][CH2:5][CH2:6][CH2:7]1.[C:2]1(=[NH:1])[CH2:3][CH2:4][CH2:5][CH2:6][CH2:7]1.[C:2]1(=[NH:1])[CH2:3][CH2:4][CH2:5][CH2:6][CH2:7]1.[NH2:1][C:2]1[CH:3]=[C:4]([C:9]2[CH:15]=[CH:14][C:12]([NH2:13])=[C:11]([NH2:16])[CH:10]=2)[CH:5]=[CH:6][C:7]=1[NH2:8], predict the reactants needed to synthesize it. The reactants are: [NH2:1][C:2]1[CH:3]=[C:4]([C:9]2[CH:15]=[CH:14][C:12]([NH2:13])=[C:11]([NH2:16])[CH:10]=2)[CH:5]=[CH:6][C:7]=1[NH2:8].